Task: Predict the reaction yield, written as a fraction of the theoretical maximum amount of product (1.0 means a 100% yield; for example, 0.34 means a 34% yield).. Dataset: Reaction yield outcomes from USPTO patents with 853,638 reactions (1) The reactants are [Cl:1][C:2]1[CH:3]=[C:4]([CH:8]=[CH:9][CH:10]=1)[C:5](Cl)=[O:6].[C:11]([O:15][C:16]([N:18]1[C:26]2[C:21](=[CH:22][C:23]([NH:27][C:28]([NH:30][CH2:31][C:32]3[CH:37]=[C:36]([F:38])[CH:35]=[CH:34][C:33]=3[F:39])=[O:29])=[CH:24][CH:25]=2)[C:20]([NH2:40])=[N:19]1)=[O:17])([CH3:14])([CH3:13])[CH3:12].N1C=CC=CC=1. The catalyst is CN(C)C1C=CN=CC=1.O1CCOCC1. The product is [Cl:1][C:2]1[CH:3]=[C:4]([CH:8]=[CH:9][CH:10]=1)[C:5]([NH:40][C:20]1[C:21]2[C:26](=[CH:25][CH:24]=[C:23]([NH:27][C:28]([NH:30][CH2:31][C:32]3[CH:37]=[C:36]([F:38])[CH:35]=[CH:34][C:33]=3[F:39])=[O:29])[CH:22]=2)[N:18]([C:16]([O:15][C:11]([CH3:14])([CH3:13])[CH3:12])=[O:17])[N:19]=1)=[O:6]. The yield is 0.340. (2) The reactants are [CH3:1][O:2][C:3]1[CH:10]=[CH:9][C:6]([CH:7]=[O:8])=[CH:5][CH:4]=1.[Br:11]Br. The catalyst is ClCCCl. The product is [Br:11][C:4]1[CH:5]=[C:6]([CH:9]=[CH:10][C:3]=1[O:2][CH3:1])[CH:7]=[O:8]. The yield is 0.421. (3) The reactants are [CH2:1]([O:5][C:6]1[CH:11]=[CH:10][C:9]([S:12]([NH:15][CH:16]([C:20]2[CH:25]=[CH:24][C:23]([OH:26])=[CH:22][CH:21]=2)[C:17]([OH:19])=O)(=[O:14])=[O:13])=[CH:8][CH:7]=1)[C:2]#[C:3][CH3:4].C([O-])(O)=O.[Na+].C(Cl)CCl.C1C=CC2N(O)N=NC=2C=1.Cl.[C:47]([O:51][NH2:52])([CH3:50])([CH3:49])[CH3:48]. The catalyst is CN(C=O)C. The product is [C:47]([O:51][NH:52][C:17](=[O:19])[CH:16]([NH:15][S:12]([C:9]1[CH:10]=[CH:11][C:6]([O:5][CH2:1][C:2]#[C:3][CH3:4])=[CH:7][CH:8]=1)(=[O:14])=[O:13])[C:20]1[CH:25]=[CH:24][C:23]([OH:26])=[CH:22][CH:21]=1)([CH3:50])([CH3:49])[CH3:48]. The yield is 0.830. (4) The catalyst is CO.C(Cl)Cl. The reactants are Cl.[F:2][C:3]1[C:11]2[O:10][CH:9]([C:12]3([OH:18])[CH2:17][CH2:16][NH:15][CH2:14][CH2:13]3)[CH2:8][C:7]=2[CH:6]=[CH:5][CH:4]=1.C1C(=O)N([Br:26])C(=O)C1. The yield is 0.380. The product is [Br:26][C:5]1[CH:4]=[C:3]([F:2])[C:11]2[O:10][CH:9]([C:12]3([OH:18])[CH2:13][CH2:14][NH:15][CH2:16][CH2:17]3)[CH2:8][C:7]=2[CH:6]=1. (5) The reactants are [F:1][C:2]1[CH:3]=[CH:4][C:5]([CH3:32])=[C:6]([CH:31]=1)[O:7][CH2:8][C:9]1[C:18]([C:19]2[CH:24]=[CH:23][C:22]([OH:25])=[CH:21][C:20]=2[O:26][CH3:27])=[CH:17][CH:16]=[C:15]2[C:10]=1[C:11]([CH3:30])=[CH:12][C:13]([CH3:29])([CH3:28])[NH:14]2.C(N(CC)CC)C.[C:40](Cl)(=[O:47])[C:41]1[CH:46]=[CH:45][CH:44]=[CH:43][CH:42]=1. The catalyst is O1CCCC1.C(OCC)(=O)C. The product is [C:40]([O:25][C:22]1[CH:23]=[CH:24][C:19]([C:18]2[C:9]([CH2:8][O:7][C:6]3[CH:31]=[C:2]([F:1])[CH:3]=[CH:4][C:5]=3[CH3:32])=[C:10]3[C:15](=[CH:16][CH:17]=2)[NH:14][C:13]([CH3:28])([CH3:29])[CH:12]=[C:11]3[CH3:30])=[C:20]([O:26][CH3:27])[CH:21]=1)(=[O:47])[C:41]1[CH:46]=[CH:45][CH:44]=[CH:43][CH:42]=1. The yield is 0.630.